The task is: Predict the reactants needed to synthesize the given product.. This data is from Full USPTO retrosynthesis dataset with 1.9M reactions from patents (1976-2016). The reactants are: Cl[CH2:2][CH2:3][O:4][C:5]1[CH:13]=[C:12]2[C:8]([C:9]([C:28]#[N:29])=[C:10]([C:16]3[CH:21]=[CH:20][C:19]([NH:22][C:23]([CH:25]4[CH2:27][CH2:26]4)=[O:24])=[CH:18][CH:17]=3)[N:11]2[CH2:14][CH3:15])=[CH:7][CH:6]=1.[Na+].[I-].C([O-])([O-])=O.[K+].[K+].[NH:38]1[CH:42]=[CH:41][N:40]=[CH:39]1. Given the product [C:28]([C:9]1[C:8]2[C:12](=[CH:13][C:5]([O:4][CH2:3][CH2:2][N:38]3[CH:42]=[CH:41][N:40]=[CH:39]3)=[CH:6][CH:7]=2)[N:11]([CH2:14][CH3:15])[C:10]=1[C:16]1[CH:21]=[CH:20][C:19]([NH:22][C:23]([CH:25]2[CH2:27][CH2:26]2)=[O:24])=[CH:18][CH:17]=1)#[N:29], predict the reactants needed to synthesize it.